Predict the reactants needed to synthesize the given product. From a dataset of Full USPTO retrosynthesis dataset with 1.9M reactions from patents (1976-2016). (1) Given the product [CH2:16]([C:15]([C:12]1[CH:13]=[CH:14][C:9]([O:8][CH2:7][C@@H:6]([OH:43])[CH2:5][C:4]([OH:51])=[O:3])=[C:10]([CH3:42])[CH:11]=1)([C:18]1[CH:23]=[CH:22][C:21]([C:24]#[C:25][C:26]([OH:35])([C:31]([F:32])([F:33])[F:34])[C:27]([F:30])([F:29])[F:28])=[C:20]([CH3:39])[CH:19]=1)[CH2:40][CH3:41])[CH3:17], predict the reactants needed to synthesize it. The reactants are: C([O:3][C:4](=[O:51])[CH2:5][C@H:6]([O:43][Si](C(C)(C)C)(C)C)[CH2:7][O:8][C:9]1[CH:14]=[CH:13][C:12]([C:15]([CH2:40][CH3:41])([C:18]2[CH:23]=[CH:22][C:21]([C:24]#[C:25][C:26]([O:35]COC)([C:31]([F:34])([F:33])[F:32])[C:27]([F:30])([F:29])[F:28])=[C:20]([CH3:39])[CH:19]=2)[CH2:16][CH3:17])=[CH:11][C:10]=1[CH3:42])C.C([O-])(O)=O.[Na+].[OH-].[K+]. (2) The reactants are: [NH2:1][C:2]1[C:7]([NH2:8])=[C:6]([NH:9][C@@H:10]2[C@@H:15]3[CH2:16][C@@H:12]([CH:13]=[CH:14]3)[C@@H:11]2[C:17]([NH2:19])=[O:18])[C:5]([Cl:20])=[CH:4][N:3]=1.[CH3:21][O:22][C:23]1[C:30]([CH2:31][N:32]2[CH2:37][CH2:36][O:35][CH2:34][CH2:33]2)=[CH:29][CH:28]=[CH:27][C:24]=1[CH:25]=O. Given the product [Cl:20][C:5]1[C:6]([NH:9][C@@H:10]2[C@@H:15]3[CH2:16][C@@H:12]([CH:13]=[CH:14]3)[C@@H:11]2[C:17]([NH2:19])=[O:18])=[C:7]2[N:8]=[C:25]([C:24]3[CH:27]=[CH:28][CH:29]=[C:30]([CH2:31][N:32]4[CH2:37][CH2:36][O:35][CH2:34][CH2:33]4)[C:23]=3[O:22][CH3:21])[NH:1][C:2]2=[N:3][CH:4]=1, predict the reactants needed to synthesize it. (3) Given the product [CH3:1][C:2]([O:4][CH2:5][C@H:6]1[O:11][CH:10]=[CH:9][C@H:8]([O:12][C:13]([CH3:15])=[O:14])[C@@H:7]1[O:16][C@H:17]1[O:22][C@H:21]([CH2:23][O:24][C:25]([CH3:27])=[O:26])[C@@H:20]([O:28][C:29]([CH3:31])=[O:30])[C@H:19]([O:32][C:33]([CH3:35])=[O:34])[C@H:18]1[O:36][C:37]([CH3:39])=[O:38])=[O:3].[C:13]([O:12][C@H:8]1[C@H:7]([O:16][C:17](=[O:22])[CH3:18])[C@@H:6]([CH2:5][O:4][C:2](=[O:3])[CH3:1])[O:11][CH:10]=[CH:9]1)(=[O:14])[CH3:15], predict the reactants needed to synthesize it. The reactants are: [CH3:1][C:2]([O:4][CH2:5][C@H:6]1[O:11][CH:10]=[CH:9][C@H:8]([O:12][C:13]([CH3:15])=[O:14])[C@@H:7]1[O:16][C@H:17]1[O:22][C@H:21]([CH2:23][O:24][C:25]([CH3:27])=[O:26])[C@@H:20]([O:28][C:29]([CH3:31])=[O:30])[C@H:19]([O:32][C:33]([CH3:35])=[O:34])[C@H:18]1[O:36][C:37]([CH3:39])=[O:38])=[O:3].C(O)[C@H]1O[C@H](O[C@H]2[C@H](O)[C@@H](O)[C@H](O)O[C@@H]2CO)[C@H](O)[C@@H](O)[C@@H]1O.O.C(O)[C@H]1O[C@H](O[C@H]2[C@H](O)[C@@H](O)[C@H](O)O[C@@H]2CO)[C@H](O)[C@@H](O)[C@@H]1O.O=C[C@@H]([C@H]([C@@H]([C@@H](CO)O)O)O)O.C(OC(=O)C)(=O)C.Br.C(O)(=O)C.C([O-])(=O)C.[Na+].C(O)(=O)C. (4) Given the product [NH4+:1].[NH2:1][C@@H:2]([C:22](=[O:24])[NH2:23])[CH2:3][CH2:4][C:5]([NH:7][C@@H:8]([C:19]([O-:21])=[O:20])[CH2:9][C:10]1[C:18]2[C:13](=[CH:14][CH:15]=[CH:16][CH:17]=2)[NH:12][CH:11]=1)=[O:6], predict the reactants needed to synthesize it. The reactants are: [NH2:1][C@@H:2]([C:22](=[O:24])[NH2:23])[CH2:3][CH2:4][C:5]([NH:7][C@@H:8]([C:19]([OH:21])=[O:20])[CH2:9][C:10]1[C:18]2[C:13](=[CH:14][CH:15]=[CH:16][CH:17]=2)[NH:12][CH:11]=1)=[O:6].[OH-].[NH4+].